Dataset: Reaction yield outcomes from USPTO patents with 853,638 reactions. Task: Predict the reaction yield, written as a fraction of the theoretical maximum amount of product (1.0 means a 100% yield; for example, 0.34 means a 34% yield). (1) The reactants are Br[C:2]1[C:3](=[O:32])[N:4]([CH2:19][C@@H:20]([C:26]2[CH:31]=[CH:30][CH:29]=[CH:28][CH:27]=2)[CH2:21][O:22]C(=O)C)[C:5](=[O:18])[N:6]([CH2:9][C:10]2[C:15]([F:16])=[CH:14][CH:13]=[CH:12][C:11]=2[F:17])[C:7]=1[CH3:8].[F:33][C:34]1[C:39]([O:40][CH3:41])=[CH:38][CH:37]=[CH:36][C:35]=1B(O)O.C([O-])([O-])=O.[Na+].[Na+].N#N. The catalyst is O1CCOCC1.O. The product is [F:33][C:34]1[C:39]([O:40][CH3:41])=[CH:38][CH:37]=[CH:36][C:35]=1[C:2]1[C:3](=[O:32])[N:4]([CH2:19][C@@H:20]([C:26]2[CH:31]=[CH:30][CH:29]=[CH:28][CH:27]=2)[CH2:21][OH:22])[C:5](=[O:18])[N:6]([CH2:9][C:10]2[C:15]([F:16])=[CH:14][CH:13]=[CH:12][C:11]=2[F:17])[C:7]=1[CH3:8]. The yield is 0.669. (2) The reactants are [CH3:1][CH:2]([NH2:26])[CH:3]([C:20]1[CH:25]=[CH:24][CH:23]=[CH:22][CH:21]=1)[O:4][C:5]1[CH:6]=[C:7]2[C:11](=[CH:12][CH:13]=1)[N:10]([C:14]1[CH:19]=[CH:18][CH:17]=[CH:16][N:15]=1)[N:9]=[CH:8]2.CCN(C(C)C)C(C)C.[CH3:36][O:37][CH2:38][C:39](Cl)=[O:40]. The catalyst is C(#N)C. The product is [CH3:36][O:37][CH2:38][C:39]([NH:26][CH:2]([CH3:1])[CH:3]([C:20]1[CH:25]=[CH:24][CH:23]=[CH:22][CH:21]=1)[O:4][C:5]1[CH:6]=[C:7]2[C:11](=[CH:12][CH:13]=1)[N:10]([C:14]1[CH:19]=[CH:18][CH:17]=[CH:16][N:15]=1)[N:9]=[CH:8]2)=[O:40]. The yield is 0.290. (3) The product is [CH3:23][O:24][C:25](=[O:31])[CH:26]([F:30])[C:27]([NH:38][C:35]1[CH:34]=[CH:33][C:32]([C:39]2[CH:44]=[CH:43][CH:42]=[CH:41][CH:40]=2)=[CH:37][CH:36]=1)=[O:28]. The reactants are C1C=CC2N(O)N=NC=2C=1.CCN=C=NCCCN(C)C.Cl.[CH3:23][O:24][C:25](=[O:31])[CH:26]([F:30])[C:27](O)=[O:28].[C:32]1([C:39]2[CH:44]=[CH:43][CH:42]=[CH:41][CH:40]=2)[CH:37]=[CH:36][C:35]([NH2:38])=[CH:34][CH:33]=1. The catalyst is CN(C1C=CN=CC=1)C.CN(C=O)C.O. The yield is 0.800. (4) The reactants are [NH2:1][C:2]1[CH:3]=[C:4]2[C:8](=[CH:9][CH:10]=1)[N:7]([CH2:11][CH2:12][N:13]([CH3:15])[CH3:14])[C:6]([CH3:16])=[CH:5]2.[C:17]1([C:23]2[CH:28]=[CH:27][C:26]([S:29](Cl)(=[O:31])=[O:30])=[CH:25][CH:24]=2)[CH:22]=[CH:21][CH:20]=[CH:19][CH:18]=1. No catalyst specified. The product is [CH3:14][N:13]([CH3:15])[CH2:12][CH2:11][N:7]1[C:8]2[C:4](=[CH:3][C:2]([NH:1][S:29]([C:26]3[CH:25]=[CH:24][C:23]([C:17]4[CH:22]=[CH:21][CH:20]=[CH:19][CH:18]=4)=[CH:28][CH:27]=3)(=[O:31])=[O:30])=[CH:10][CH:9]=2)[CH:5]=[C:6]1[CH3:16]. The yield is 0.620. (5) The reactants are [N+:1]([C:4]1[CH:8]=[CH:7][NH:6][N:5]=1)([O-:3])=[O:2].[Br:9]Br.[OH-].[Na+]. The catalyst is C(O)(=O)C.O. The product is [Br:9][C:8]1[C:4]([N+:1]([O-:3])=[O:2])=[N:5][NH:6][CH:7]=1. The yield is 0.500. (6) The reactants are [CH2:1](O)[CH2:2][CH2:3][CH2:4][CH2:5][CH2:6][CH2:7][CH2:8][CH2:9][CH:10]=[CH2:11].C1(=O)[NH:17]C(=O)C2=CC=CC=C12.NN. No catalyst specified. The product is [NH2:17][CH2:1][CH2:2][CH2:3][CH2:4][CH2:5][CH2:6][CH2:7][CH2:8][CH2:9][CH:10]=[CH2:11]. The yield is 0.660. (7) The reactants are [F:1][C:2]1[CH:3]=[C:4]2[C:8](=[CH:9][CH:10]=1)[NH:7][C:6](=[O:11])[C:5]2=[O:12].[H-].[Na+].Br[CH2:16][C:17]1[O:18][C:19]([C:22]([F:25])([F:24])[F:23])=[CH:20][CH:21]=1.C(OCC)C. The catalyst is CN(C)C=O. The product is [F:1][C:2]1[CH:3]=[C:4]2[C:8](=[CH:9][CH:10]=1)[N:7]([CH2:16][C:17]1[O:18][C:19]([C:22]([F:25])([F:24])[F:23])=[CH:20][CH:21]=1)[C:6](=[O:11])[C:5]2=[O:12]. The yield is 0.590. (8) The reactants are [F:1][C:2]1[C:3]([NH:11][CH2:12][C:13]2[CH:18]=[C:17]([C:19]3[CH:24]=[CH:23][CH:22]=[C:21]([F:25])[CH:20]=3)[CH:16]=[CH:15][C:14]=2[F:26])=[C:4]([C:7]([OH:10])=[CH:8][CH:9]=1)[C:5]#[N:6].C([O-])([O-])=O.[Cs+].[Cs+].Br[CH2:34][C:35]([O:37][CH:38]([CH3:40])[CH3:39])=[O:36]. The catalyst is CC(C)=O. The product is [C:5]([C:4]1[C:3]([NH:11][CH2:12][C:13]2[CH:18]=[C:17]([C:19]3[CH:24]=[CH:23][CH:22]=[C:21]([F:25])[CH:20]=3)[CH:16]=[CH:15][C:14]=2[F:26])=[C:2]([F:1])[CH:9]=[CH:8][C:7]=1[O:10][CH2:34][C:35]([O:37][CH:38]([CH3:40])[CH3:39])=[O:36])#[N:6]. The yield is 0.590. (9) The reactants are [NH:1]([C:3](=O)[CH:4]([NH:6][C:7]([C:9]1[S:10][CH:11]=[CH:12][CH:13]=1)=[O:8])[CH3:5])[NH2:2].[C:15]([C:17]1[CH:22]=[CH:21][N:20]=[CH:19][CH:18]=1)#[N:16].C([O-])([O-])=O.[K+].[K+]. The catalyst is C(O)CCC. The product is [N:20]1[CH:21]=[CH:22][C:17]([C:15]2[N:16]=[C:3]([CH:4]([NH:6][C:7]([C:9]3[S:10][CH:11]=[CH:12][CH:13]=3)=[O:8])[CH3:5])[NH:1][N:2]=2)=[CH:18][CH:19]=1. The yield is 0.710. (10) The reactants are [CH2:1]([O:3][C@H:4]([C:17]([O:19][CH2:20][CH3:21])=[O:18])[CH2:5][C:6]1[CH:16]=[CH:15][C:9]([O:10][CH2:11][C:12]([OH:14])=O)=[CH:8][CH:7]=1)[CH3:2].[CH2:22]([NH:29][CH2:30][CH3:31])[C:23]1[CH:28]=[CH:27][CH:26]=[CH:25][CH:24]=1.C(N(CC)C(C)C)(C)C.F[B-](F)(F)F.N1(OC(N(C)C)=[N+](C)C)C2C=CC=CC=2N=N1. The catalyst is C(Cl)Cl. The product is [CH2:22]([N:29]([CH2:30][CH3:31])[C:12](=[O:14])[CH2:11][O:10][C:9]1[CH:8]=[CH:7][C:6]([CH2:5][C@H:4]([O:3][CH2:1][CH3:2])[C:17]([O:19][CH2:20][CH3:21])=[O:18])=[CH:16][CH:15]=1)[C:23]1[CH:28]=[CH:27][CH:26]=[CH:25][CH:24]=1. The yield is 0.310.